This data is from Reaction yield outcomes from USPTO patents with 853,638 reactions. The task is: Predict the reaction yield, written as a fraction of the theoretical maximum amount of product (1.0 means a 100% yield; for example, 0.34 means a 34% yield). The reactants are C([O-])([O-])=O.[Na+].[Na+].I[C:8]1[CH:9]=[C:10]2[C:15](=[CH:16][CH:17]=1)[N:14]=[CH:13][NH:12][C:11]2=[O:18].[CH:19]([C:21]1[O:25][C:24](B(O)O)=[CH:23][CH:22]=1)=[O:20]. The catalyst is CC([O-])=O.CC([O-])=O.[Pd+2].O1CCOCC1. The product is [O:18]=[C:11]1[C:10]2[C:15](=[CH:16][CH:17]=[C:8]([C:24]3[O:25][C:21]([CH:19]=[O:20])=[CH:22][CH:23]=3)[CH:9]=2)[N:14]=[CH:13][NH:12]1. The yield is 0.910.